This data is from Forward reaction prediction with 1.9M reactions from USPTO patents (1976-2016). The task is: Predict the product of the given reaction. (1) Given the reactants [SnH]([CH2:10][CH2:11][CH2:12][CH3:13])([CH2:10][CH2:11][CH2:12][CH3:13])[CH2:10][CH2:11][CH2:12][CH3:13].[CH3:14]C(N=NC(C#N)(C)C)(C#N)C.CCO[CH2:29][CH3:30].[NH:31]1[C:39]2[C:34](=[CH:35]C=CC=2)[CH2:33][CH2:32]1.[CH:40]1[CH:45]=[CH:44][CH:43]=[CH:42][CH:41]=1, predict the reaction product. The product is: [CH3:14][C:13]1([CH:12]=[CH:11][CH:10]=[CH:30][CH2:29]1)[CH2:32][N:31]1[C:45]2[C:40](=[CH:41][CH:42]=[CH:43][CH:44]=2)[C:34]([CH3:35])([CH3:33])[CH2:39]1. (2) Given the reactants [C:1]([O:5][C:6]([N:8]([C:19]([O:21][C:22]([CH3:25])([CH3:24])[CH3:23])=[O:20])[C@:9]1([C:14]([O:16][CH2:17][CH3:18])=[O:15])[CH2:11][C@H:10]1[CH:12]=[CH2:13])=[O:7])([CH3:4])([CH3:3])[CH3:2].B1([O-])O[O:27]1.O.O.O.O.[Na+], predict the reaction product. The product is: [C:1]([O:5][C:6]([N:8]([C:19]([O:21][C:22]([CH3:24])([CH3:23])[CH3:25])=[O:20])[C@:9]1([C:14]([O:16][CH2:17][CH3:18])=[O:15])[CH2:11][C@H:10]1[CH2:12][CH2:13][OH:27])=[O:7])([CH3:4])([CH3:2])[CH3:3].